From a dataset of Catalyst prediction with 721,799 reactions and 888 catalyst types from USPTO. Predict which catalyst facilitates the given reaction. (1) Reactant: [CH:1]1(/[CH:7]=[CH:8]/[C:9]2[CH:10]=[C:11]([NH:19][C:20]3[N:28]=[CH:27][C:26]([CH:29]4[CH2:31][CH2:30]4)=[CH:25][C:21]=3[C:22]([OH:24])=[O:23])[CH:12]=[C:13]3[C:17]=2[N:16]([CH3:18])[CH:15]=[CH:14]3)[CH2:6][CH2:5][CH2:4][CH2:3][CH2:2]1. Product: [CH:1]1([CH2:7][CH2:8][C:9]2[CH:10]=[C:11]([NH:19][C:20]3[N:28]=[CH:27][C:26]([CH:29]4[CH2:31][CH2:30]4)=[CH:25][C:21]=3[C:22]([OH:24])=[O:23])[CH:12]=[C:13]3[C:17]=2[N:16]([CH3:18])[CH:15]=[CH:14]3)[CH2:6][CH2:5][CH2:4][CH2:3][CH2:2]1. The catalyst class is: 19. (2) Reactant: [Br:1]Br.[CH3:3][S:4]([C:7]1[CH:12]=[CH:11][C:10]([CH3:13])=[CH:9][CH:8]=1)(=[O:6])=[O:5]. Product: [Br:1][C:11]1[CH:12]=[C:7]([S:4]([CH3:3])(=[O:5])=[O:6])[CH:8]=[CH:9][C:10]=1[CH3:13]. The catalyst class is: 292. (3) Reactant: [CH:1]1([N:5]([CH2:20][CH2:21][CH2:22][C:23]2[C:31]3[C:26](=[C:27]([F:33])[CH:28]=[C:29]([F:32])[CH:30]=3)[NH:25][CH:24]=2)[CH:6]2[CH2:15][C:14]3[C:13]([C:16]([O:18]C)=[O:17])=[CH:12][CH:11]=[CH:10][C:9]=3[O:8][CH2:7]2)[CH2:4][CH2:3][CH2:2]1.[OH-].[Na+]. Product: [CH:1]1([N:5]([CH2:20][CH2:21][CH2:22][C:23]2[C:31]3[C:26](=[C:27]([F:33])[CH:28]=[C:29]([F:32])[CH:30]=3)[NH:25][CH:24]=2)[CH:6]2[CH2:15][C:14]3[C:13]([C:16]([OH:18])=[O:17])=[CH:12][CH:11]=[CH:10][C:9]=3[O:8][CH2:7]2)[CH2:4][CH2:3][CH2:2]1. The catalyst class is: 54.